From a dataset of NCI-60 drug combinations with 297,098 pairs across 59 cell lines. Regression. Given two drug SMILES strings and cell line genomic features, predict the synergy score measuring deviation from expected non-interaction effect. Drug 1: CC1=CC=C(C=C1)C2=CC(=NN2C3=CC=C(C=C3)S(=O)(=O)N)C(F)(F)F. Drug 2: CCC1=C2CN3C(=CC4=C(C3=O)COC(=O)C4(CC)O)C2=NC5=C1C=C(C=C5)O. Cell line: LOX IMVI. Synergy scores: CSS=31.1, Synergy_ZIP=5.13, Synergy_Bliss=4.91, Synergy_Loewe=-26.4, Synergy_HSA=1.81.